The task is: Binary Classification. Given a drug SMILES string, predict its activity (active/inactive) in a high-throughput screening assay against a specified biological target.. This data is from HIV replication inhibition screening data with 41,000+ compounds from the AIDS Antiviral Screen. (1) The compound is CNC(C)C(N)c1ccccc1.O=C(O)C(O)C(O)C(=O)O. The result is 0 (inactive). (2) The drug is O=S(Cc1ccccc1)c1nc2ccccc2nc1-c1cccs1. The result is 0 (inactive). (3) The compound is COc1ccc(Cc2nccc3cc(OC)c(OC)cc23)cc1.Cl. The result is 0 (inactive). (4) The drug is CC(O)=[OH+].CO[Rh-4]12(OC)(OC)[OH+]C(C)=[O+][Rh-4]13([OH+]C(C)=O)([O+]=C(C)[OH+]2)[n+]1ccccc1-c1cccc[n+]13. The result is 1 (active). (5) The compound is CC(=O)c1c(-c2ccc(O)cc2)oc2cc(O)ccc12. The result is 0 (inactive). (6) The molecule is CN(C)c1ccc(C=C(NC(=O)c2ccccc2)C(=O)Nc2ccccc2C(=O)NN2C(=O)CSC2c2ccc(N(C)C)cc2)cc1. The result is 0 (inactive).